Dataset: Forward reaction prediction with 1.9M reactions from USPTO patents (1976-2016). Task: Predict the product of the given reaction. Given the reactants [CH2:1]([O:8][CH2:9][C:10]1[CH:14]=[C:13]([C:15]([OH:17])=O)[N:12]([CH3:18])[N:11]=1)[C:2]1[CH:7]=[CH:6][CH:5]=[CH:4][CH:3]=1.[CH2:19]([O:26][CH2:27][C:28]1N(C)[N:31]=[C:30](C(O)=O)[CH:29]=1)C1C=CC=CC=1.Cl.O1CCC(CN)C1.C(N(CC)CC)C.ON1C2C=CC=CC=2N=N1.Cl.C(N=C=NCCCN(C)C)C, predict the reaction product. The product is: [O:26]1[CH2:27][CH2:28][CH:29]([CH2:30][NH:31][C:15]([C:13]2[N:12]([CH3:18])[N:11]=[C:10]([CH2:9][O:8][CH2:1][C:2]3[CH:3]=[CH:4][CH:5]=[CH:6][CH:7]=3)[CH:14]=2)=[O:17])[CH2:19]1.